This data is from Full USPTO retrosynthesis dataset with 1.9M reactions from patents (1976-2016). The task is: Predict the reactants needed to synthesize the given product. Given the product [OH:36][C@@H:30]1[CH2:31][C@H:10]([N:15]2[C:16](=[O:25])[C:17]3[C:18](=[CH:21][CH:22]=[CH:23][CH:24]=3)[C:19]2=[O:20])[C:33]([CH3:34])([CH3:32])[CH2:28][CH2:29]1, predict the reactants needed to synthesize it. The reactants are: C(#N)C.C(=O)([O-])[O-].[K+].[K+].[C:10]([N:15]1[C:19](=[O:20])[C:18]2=[CH:21][CH:22]=[CH:23][CH:24]=[C:17]2[C:16]1=[O:25])(OCC)=O.Cl.N[C@@H:28]1[C:33](C)([CH3:34])[CH2:32][CH2:31][C@H:30]([OH:36])[CH2:29]1.